From a dataset of Reaction yield outcomes from USPTO patents with 853,638 reactions. Predict the reaction yield, written as a fraction of the theoretical maximum amount of product (1.0 means a 100% yield; for example, 0.34 means a 34% yield). (1) The reactants are [C:1]([C:5]1[CH:10]=[CH:9][C:8]([N+:11]([O-:13])=[O:12])=[CH:7][C:6]=1N)([CH3:4])([CH3:3])[CH3:2].N([O-])=O.[Na+].[O-:19][S:20]([O-:22])=O.[Na+].[Na+].[ClH:25]. The catalyst is O.[O-]S([O-])(=O)=O.[Cu+2]. The product is [C:1]([C:5]1[CH:10]=[CH:9][C:8]([N+:11]([O-:13])=[O:12])=[CH:7][C:6]=1[S:20]([Cl:25])(=[O:22])=[O:19])([CH3:4])([CH3:3])[CH3:2]. The yield is 0.170. (2) The reactants are [N:1]1[CH:6]=[CH:5][CH:4]=[C:3]([C:7]2[CH:8]=[C:9]([CH:13]=[CH:14][CH:15]=2)[C:10]([OH:12])=O)[CH:2]=1.CCN=C=NCCCN(C)C.C1C=CC2N(O)N=NC=2C=1.CCN(CC)CC.[NH2:44][CH2:45][CH:46]([OH:58])[CH2:47][N:48]1[CH2:57][CH2:56][C:55]2[C:50](=[CH:51][CH:52]=[CH:53][CH:54]=2)[CH2:49]1. The catalyst is C(Cl)Cl. The product is [CH2:49]1[C:50]2[C:55](=[CH:54][CH:53]=[CH:52][CH:51]=2)[CH2:56][CH2:57][N:48]1[CH2:47][CH:46]([OH:58])[CH2:45][NH:44][C:10](=[O:12])[C:9]1[CH:13]=[CH:14][CH:15]=[C:7]([C:3]2[CH:2]=[N:1][CH:6]=[CH:5][CH:4]=2)[CH:8]=1. The yield is 0.340. (3) The reactants are [Cl:1][C:2]1[CH:3]=[C:4]([C:9]2[CH2:10][CH2:11][C:12](=[O:15])[NH:13][N:14]=2)[CH:5]=[CH:6][C:7]=1[OH:8].C(=O)([O-])[O-].[K+].[K+].I[CH2:23][CH2:24][CH2:25][O:26][CH2:27][CH2:28][C:29]1[CH:34]=[CH:33][C:32]([O:35][C:36](=[O:41])[C:37]([CH3:40])([CH3:39])[CH3:38])=[CH:31][CH:30]=1.C(OCC)(=O)C. The catalyst is CN(C)C=O.O. The product is [Cl:1][C:2]1[CH:3]=[C:4]([C:9]2[CH2:10][CH2:11][C:12](=[O:15])[NH:13][N:14]=2)[CH:5]=[CH:6][C:7]=1[O:8][CH2:23][CH2:24][CH2:25][O:26][CH2:27][CH2:28][C:29]1[CH:30]=[CH:31][C:32]([O:35][C:36](=[O:41])[C:37]([CH3:40])([CH3:39])[CH3:38])=[CH:33][CH:34]=1. The yield is 0.330. (4) The reactants are [CH3:1]Br.[Mg].[Br:4][C:5]1[C:6]([CH3:17])=[C:7]2[C:12](=[C:13]([CH3:15])[CH:14]=1)[S:11][CH2:10][CH2:9][C:8]2=[O:16].Cl. The catalyst is O1CCCC1. The product is [Br:4][C:5]1[C:6]([CH3:17])=[C:7]2[C:12](=[C:13]([CH3:15])[CH:14]=1)[S:11][CH2:10][CH2:9][C:8]2([CH3:1])[OH:16]. The yield is 0.990. (5) The reactants are [CH:1]([O:4][C:5]1[CH:10]=[CH:9][C:8]([C:11]([N:13]2[CH2:18][CH2:17][C:16]3([CH2:23][NH:22][CH2:21][CH:20]([C:24]4[CH:29]=[CH:28][CH:27]=[CH:26][CH:25]=4)[O:19]3)[CH2:15][CH2:14]2)=[O:12])=[CH:7][C:6]=1[CH3:30])([CH3:3])[CH3:2].[CH3:31][C:32]([CH3:34])=O.C(O[BH-](OC(=O)C)OC(=O)C)(=O)C.[Na+].[Cl:49]CCCl. No catalyst specified. The product is [ClH:49].[CH:1]([O:4][C:5]1[CH:10]=[CH:9][C:8]([C:11]([N:13]2[CH2:14][CH2:15][C:16]3([CH2:23][N:22]([CH:32]([CH3:34])[CH3:31])[CH2:21][CH:20]([C:24]4[CH:29]=[CH:28][CH:27]=[CH:26][CH:25]=4)[O:19]3)[CH2:17][CH2:18]2)=[O:12])=[CH:7][C:6]=1[CH3:30])([CH3:3])[CH3:2]. The yield is 0.360. (6) The reactants are Br[C:2]1[CH:7]=[CH:6][N:5]([CH2:8][C@H:9]([OH:21])[CH2:10][N:11]2[CH2:20][CH2:19][C:18]3[C:13](=[CH:14][CH:15]=[CH:16][CH:17]=3)[CH2:12]2)[C:4](=[O:22])[CH:3]=1.[NH2:23][C:24]1[CH:29]=[CH:28][CH:27]=[CH:26][CH:25]=1.CC1(C)C2C(=C(P(C3C=CC=CC=3)C3C=CC=CC=3)C=CC=2)OC2C(P(C3C=CC=CC=3)C3C=CC=CC=3)=CC=CC1=2.CC([O-])(C)C.[K+]. The catalyst is C1(C)C=CC=CC=1.C1C=CC(/C=C/C(/C=C/C2C=CC=CC=2)=O)=CC=1.C1C=CC(/C=C/C(/C=C/C2C=CC=CC=2)=O)=CC=1.C1C=CC(/C=C/C(/C=C/C2C=CC=CC=2)=O)=CC=1.[Pd].[Pd]. The product is [CH2:12]1[C:13]2[C:18](=[CH:17][CH:16]=[CH:15][CH:14]=2)[CH2:19][CH2:20][N:11]1[CH2:10][C@@H:9]([OH:21])[CH2:8][N:5]1[CH:6]=[CH:7][C:2]([NH:23][C:24]2[CH:29]=[CH:28][CH:27]=[CH:26][CH:25]=2)=[CH:3][C:4]1=[O:22]. The yield is 0.0870.